Predict which catalyst facilitates the given reaction. From a dataset of Catalyst prediction with 721,799 reactions and 888 catalyst types from USPTO. (1) Product: [Cl:24][C:19]1[N:20]=[CH:21][C:22]2[NH:23][C:7](=[O:6])[CH2:8][CH2:9][N:10]([CH:11]3[CH2:15][CH2:14][CH2:13][CH:12]3[CH3:16])[C:17]=2[N:18]=1. Reactant: C(O)C.C([O:6][C:7](=O)[CH2:8][CH2:9][N:10]([C:17]1[C:22]([NH2:23])=[CH:21][N:20]=[C:19]([Cl:24])[N:18]=1)[CH:11]1[CH2:15][CH2:14][CH2:13][CH:12]1[CH3:16])C. The catalyst class is: 15. (2) Reactant: [S:1](=[O:5])(=[O:4])([OH:3])[OH:2].[F:6][C:7]1[CH:12]=[CH:11][C:10]([CH2:13][C:14]2[C:23]3[C:18](=[CH:19][CH:20]=[CH:21][CH:22]=3)[C:17](=[O:24])[NH:16][N:15]=2)=[CH:9][C:8]=1[N:25]1[C:29](=[O:30])[CH:28]([CH3:31])[N:27]([CH2:32][CH2:33][N:34]2[CH2:38][CH2:37][CH2:36][CH2:35]2)[C:26]1=[O:39]. Product: [S:1]([OH:5])([OH:4])(=[O:3])=[O:2].[F:6][C:7]1[CH:12]=[CH:11][C:10]([CH2:13][C:14]2[C:23]3[C:18](=[CH:19][CH:20]=[CH:21][CH:22]=3)[C:17](=[O:24])[NH:16][N:15]=2)=[CH:9][C:8]=1[N:25]1[C:29](=[O:30])[CH:28]([CH3:31])[N:27]([CH2:32][CH2:33][N:34]2[CH2:35][CH2:36][CH2:37][CH2:38]2)[C:26]1=[O:39]. The catalyst class is: 5. (3) Reactant: C(OC([N:8]1[C@H:13]([C:14](=[O:22])[NH:15][CH2:16][C:17]([F:21])=[C:18]([CH3:20])[CH3:19])[CH2:12][C@@H:11]2[C@H:9]1[CH2:10]2)=O)(C)(C)C.[C:23]([OH:29])([C:25]([F:28])([F:27])[F:26])=[O:24]. Product: [F:26][C:25]([F:28])([F:27])[C:23]([OH:29])=[O:24].[F:21][C:17](=[C:18]([CH3:20])[CH3:19])[CH2:16][NH:15][C:14]([C@@H:13]1[CH2:12][C@@H:11]2[C@@H:9]([CH2:10]2)[NH:8]1)=[O:22]. The catalyst class is: 2. (4) Reactant: [Cl:1][C:2]1[CH:7]=[CH:6][C:5]([CH2:8][CH:9]([C:12]2([NH:15][C:16](=[O:22])[O:17][C:18]([CH3:21])([CH3:20])[CH3:19])[CH2:14][CH2:13]2)[CH:10]=[O:11])=[CH:4][CH:3]=1.CC(=CC)C.[OH:28]P([O-])(O)=O.[K+].Cl([O-])=O.[Na+].C(O)(=O)CC(CC(O)=O)(C(O)=O)O. Product: [C:18]([O:17][C:16]([NH:15][C:12]1([CH:9]([CH2:8][C:5]2[CH:6]=[CH:7][C:2]([Cl:1])=[CH:3][CH:4]=2)[C:10]([OH:28])=[O:11])[CH2:14][CH2:13]1)=[O:22])([CH3:19])([CH3:21])[CH3:20]. The catalyst class is: 664. (5) Reactant: [NH2:1][C@H:2]([C:4]1[N:5]([C:15]2[CH:20]=[CH:19][CH:18]=[CH:17][CH:16]=2)[C:6]2[CH:12]=[C:11]([C:13]#[N:14])[CH:10]=[CH:9][C:7]=2[N:8]=1)[CH3:3].Cl[C:22]1[N:30]=[CH:29][N:28]=[C:27]2[C:23]=1[N:24]=[CH:25][NH:26]2.CCN(C(C)C)C(C)C. Product: [N:30]1[C:22]([NH:1][C@H:2]([C:4]2[N:5]([C:15]3[CH:20]=[CH:19][CH:18]=[CH:17][CH:16]=3)[C:6]3[CH:12]=[C:11]([C:13]#[N:14])[CH:10]=[CH:9][C:7]=3[N:8]=2)[CH3:3])=[C:23]2[C:27]([NH:26][CH:25]=[N:24]2)=[N:28][CH:29]=1. The catalyst class is: 51.